This data is from Forward reaction prediction with 1.9M reactions from USPTO patents (1976-2016). The task is: Predict the product of the given reaction. (1) Given the reactants C([O:8][CH2:9][C@@H:10]1[C@@H:14]([O:15][CH2:16][CH2:17][CH2:18][CH2:19][CH2:20][CH2:21][CH2:22][CH2:23][CH2:24][CH2:25][CH2:26][CH2:27][CH2:28][CH2:29][CH2:30][CH2:31][CH2:32][CH3:33])[C@@H:13]([O:34][CH2:35][CH2:36][CH2:37][CH2:38][CH2:39][CH2:40][CH2:41][CH2:42][CH2:43][CH2:44][CH2:45][CH2:46][CH2:47][CH2:48][CH2:49][CH2:50][CH2:51][CH3:52])[CH2:12][O:11]1)C1C=CC=CC=1, predict the reaction product. The product is: [CH2:16]([O:15][C@H:14]1[C@@H:13]([O:34][CH2:35][CH2:36][CH2:37][CH2:38][CH2:39][CH2:40][CH2:41][CH2:42][CH2:43][CH2:44][CH2:45][CH2:46][CH2:47][CH2:48][CH2:49][CH2:50][CH2:51][CH3:52])[CH2:12][O:11][C@@H:10]1[CH2:9][OH:8])[CH2:17][CH2:18][CH2:19][CH2:20][CH2:21][CH2:22][CH2:23][CH2:24][CH2:25][CH2:26][CH2:27][CH2:28][CH2:29][CH2:30][CH2:31][CH2:32][CH3:33]. (2) Given the reactants [CH3:1][C:2]([CH3:12])([CH2:5][C:6]1[CH:11]=[CH:10][CH:9]=[CH:8][CH:7]=1)[C:3]#N.[OH-:13].[K+].C(O)C[OH:17], predict the reaction product. The product is: [CH3:1][C:2]([CH3:12])([CH2:5][C:6]1[CH:11]=[CH:10][CH:9]=[CH:8][CH:7]=1)[C:3]([OH:17])=[O:13]. (3) Given the reactants [Br:1][C:2]1[CH:20]=[CH:19][C:5]([CH2:6][NH:7][CH:8]2[CH2:13][CH2:12][N:11]([CH:14]3[CH2:18][CH2:17][CH2:16][CH2:15]3)[CH2:10][CH2:9]2)=[CH:4][CH:3]=1.[F:21][C:22]([F:35])([F:34])[C:23]1[CH:33]=[CH:32][C:26]([CH:27]=[CH:28][C:29](O)=[O:30])=[CH:25][CH:24]=1.C(Cl)CCl, predict the reaction product. The product is: [Br:1][C:2]1[CH:3]=[CH:4][C:5]([CH2:6][N:7]([CH:8]2[CH2:9][CH2:10][N:11]([CH:14]3[CH2:18][CH2:17][CH2:16][CH2:15]3)[CH2:12][CH2:13]2)[C:29](=[O:30])/[CH:28]=[CH:27]/[C:26]2[CH:25]=[CH:24][C:23]([C:22]([F:34])([F:35])[F:21])=[CH:33][CH:32]=2)=[CH:19][CH:20]=1. (4) Given the reactants [CH3:1][O:2][C:3]1[CH:8]=[CH:7][C:6]([C:9]2[CH:14]=[CH:13][C:12]([C:15]([O:17][CH3:18])=[O:16])=[CH:11][C:10]=2[CH3:19])=[CH:5][C:4]=1[C:20]1[CH:25]=[CH:24][C:23]([C:26]([F:29])([F:28])[F:27])=[CH:22][C:21]=1[CH2:30][N:31]1[C@@H:35]([CH3:36])[C@@H:34]([C:37]2[CH:42]=[CH:41][N:40]=[CH:39][CH:38]=2)[O:33][C:32]1=[O:43].[Cl:44]C1C=CC=C(C(OO)=O)C=1, predict the reaction product. The product is: [Cl:44][C:39]1[CH:38]=[C:37]([C@H:34]2[O:33][C:32](=[O:43])[N:31]([CH2:30][C:21]3[CH:22]=[C:23]([C:26]([F:28])([F:29])[F:27])[CH:24]=[CH:25][C:20]=3[C:4]3[CH:5]=[C:6]([C:9]4[CH:14]=[CH:13][C:12]([C:15]([O:17][CH3:18])=[O:16])=[CH:11][C:10]=4[CH3:19])[CH:7]=[CH:8][C:3]=3[O:2][CH3:1])[C@H:35]2[CH3:36])[CH:42]=[CH:41][N:40]=1. (5) The product is: [NH2:1][C:2]1[S:3][C:4]([C:17]2[CH:22]=[CH:21][CH:20]=[C:19]([F:23])[CH:18]=2)=[C:5]([C:7]([N:9]2[CH2:14][C@H:13]3[C@H:11]([CH2:12]3)[C@H:10]2[CH2:15][NH:16][C:34]([C:25]2[CH:26]=[CH:27][C:28]3[C:33](=[CH:32][CH:31]=[CH:30][CH:29]=3)[N:24]=2)=[O:35])=[O:8])[N:6]=1. Given the reactants [NH2:1][C:2]1[S:3][C:4]([C:17]2[CH:22]=[CH:21][CH:20]=[C:19]([F:23])[CH:18]=2)=[C:5]([C:7]([N:9]2[CH2:14][C@H:13]3[C@H:11]([CH2:12]3)[C@H:10]2[CH2:15][NH2:16])=[O:8])[N:6]=1.[N:24]1[C:33]2[C:28](=[CH:29][CH:30]=[CH:31][CH:32]=2)[CH:27]=[CH:26][C:25]=1[C:34](O)=[O:35], predict the reaction product. (6) Given the reactants [CH:1]#[C:2][CH2:3][CH2:4][CH2:5][CH3:6].F[C:8]1[C:13](S)=C(F)C(F)=C(F)C=1F.[OH2:19], predict the reaction product. The product is: [CH:13]([O:19][C:2]1[CH:1]=[CH:6][CH:5]=[CH:4][CH:3]=1)=[CH2:8].